Dataset: Full USPTO retrosynthesis dataset with 1.9M reactions from patents (1976-2016). Task: Predict the reactants needed to synthesize the given product. (1) Given the product [O:1]1[C:5]2[C:6](/[CH:10]=[CH:11]/[C:12]([N:29]=[N+:30]=[N-:31])=[O:14])=[CH:7][CH:8]=[CH:9][C:4]=2[CH2:3][CH2:2]1, predict the reactants needed to synthesize it. The reactants are: [O:1]1[C:5]2[C:6](/[CH:10]=[CH:11]/[C:12]([OH:14])=O)=[CH:7][CH:8]=[CH:9][C:4]=2[CH2:3][CH2:2]1.C1(P([N:29]=[N+:30]=[N-:31])(C2C=CC=CC=2)=O)C=CC=CC=1.CCN(CC)CC. (2) Given the product [CH3:68][C:62]1[CH:61]=[C:60]([N:53]2[CH2:58][CH2:57][O:56][CH2:55][CH2:54]2)[CH:66]=[C:65]([CH3:67])[C:63]=1[NH2:64], predict the reactants needed to synthesize it. The reactants are: C1(P(C2C=CC=CC=2)C2C=CC3C(=CC=CC=3)C=2C2C3C(=CC=CC=3)C=CC=2P(C2C=CC=CC=2)C2C=CC=CC=2)C=CC=CC=1.CC(C)([O-])C.[K+].[NH:53]1[CH2:58][CH2:57][O:56][CH2:55][CH2:54]1.Br[C:60]1[CH:66]=[C:65]([CH3:67])[C:63]([NH2:64])=[C:62]([CH3:68])[CH:61]=1. (3) The reactants are: [N+:1]([C:4]1[CH:9]=[CH:8][C:7]([N:10]2[CH2:15][CH2:14][N:13]([CH2:16][CH2:17][NH2:18])[CH2:12][CH2:11]2)=[CH:6][CH:5]=1)([O-:3])=[O:2].[C:19]1([N:25]2[C:29]([C:30]3[CH:35]=[CH:34][CH:33]=[CH:32][CH:31]=3)=[CH:28][C:27]([CH:36]=O)=[N:26]2)[CH:24]=[CH:23][CH:22]=[CH:21][CH:20]=1. Given the product [C:19]1([N:25]2[C:29]([C:30]3[CH:35]=[CH:34][CH:33]=[CH:32][CH:31]=3)=[CH:28][C:27]([CH2:36][NH:18][CH2:17][CH2:16][N:13]3[CH2:12][CH2:11][N:10]([C:7]4[CH:6]=[CH:5][C:4]([N+:1]([O-:3])=[O:2])=[CH:9][CH:8]=4)[CH2:15][CH2:14]3)=[N:26]2)[CH:24]=[CH:23][CH:22]=[CH:21][CH:20]=1, predict the reactants needed to synthesize it. (4) The reactants are: [CH:1]([C:7]1[C:8]([C:12]2[CH:13]=[N:14][CH:15]=[CH:16][CH:17]=2)=[N:9][NH:10][CH:11]=1)=[CH:2][CH2:3][CH2:4][CH2:5][CH3:6].[CH2:18](OCC)C. Given the product [CH:1]([C:7]1[C:8]([C:12]2[CH2:13][N:14]([CH3:18])[CH2:15][CH2:16][CH:17]=2)=[N:9][NH:10][CH:11]=1)=[CH:2][CH2:3][CH2:4][CH2:5][CH3:6], predict the reactants needed to synthesize it. (5) The reactants are: [CH3:13][C:12]([O:11][C:9](O[C:9]([O:11][C:12]([CH3:15])([CH3:14])[CH3:13])=[O:10])=[O:10])([CH3:15])[CH3:14].[OH:16][CH2:17][CH2:18][N:19]1[CH2:24][CH2:23][NH:22][CH2:21][CH2:20]1. Given the product [C:12]([O:11][C:9]([N:22]1[CH2:23][CH2:24][N:19]([CH2:18][CH2:17][OH:16])[CH2:20][CH2:21]1)=[O:10])([CH3:13])([CH3:14])[CH3:15], predict the reactants needed to synthesize it. (6) Given the product [C@H:1]12[CH2:8][CH2:7][C@H:4]([CH:5]=[CH:6]1)[CH2:3][CH:2]2[C:9]1([CH3:17])[N:13]([CH3:14])[C:12](=[O:15])[N:11]([CH2:19][C:20]([C:22]2[CH:27]=[CH:26][CH:25]=[C:24]([OH:28])[CH:23]=2)=[O:21])[C:10]1=[O:16], predict the reactants needed to synthesize it. The reactants are: [CH:1]12[CH2:8][CH2:7][CH:4]([CH:5]=[CH:6]1)[CH2:3][CH:2]2[C:9]1([CH3:17])[N:13]([CH3:14])[C:12](=[O:15])[NH:11][C:10]1=[O:16].Br[CH2:19][C:20]([C:22]1[CH:27]=[CH:26][CH:25]=[C:24]([OH:28])[CH:23]=1)=[O:21]. (7) The reactants are: O1CCCCC1[O:7][CH2:8][CH2:9][O:10][CH2:11][CH2:12][C:13]1[CH:18]=[C:17]([O:19][CH2:20][CH:21]=[CH2:22])[CH:16]=[C:15]([O:23][CH2:24][CH:25]=[CH2:26])[C:14]=1[CH2:27][CH3:28].Cl.C(=O)([O-])O.[Na+].O. Given the product [CH2:24]([O:23][C:15]1[C:14]([CH2:27][CH3:28])=[C:13]([CH2:12][CH2:11][O:10][CH2:9][CH2:8][OH:7])[CH:18]=[C:17]([O:19][CH2:20][CH:21]=[CH2:22])[CH:16]=1)[CH:25]=[CH2:26], predict the reactants needed to synthesize it. (8) The reactants are: [Cl:1][C:2]1[CH:3]=[CH:4][C:5]([O:18][CH2:19][C:20]2[CH:25]=[CH:24][C:23]([O:26][CH3:27])=[CH:22][CH:21]=2)=[C:6]([CH:17]=1)[CH2:7][N:8]1[C:12]([CH3:13])=[CH:11][C:10]([C:14](F)=[O:15])=[N:9]1.C([O-])([O-])=O.[K+].[K+].[C:34]1([S:40]([NH2:43])(=[O:42])=[O:41])[CH:39]=[CH:38][CH:37]=[CH:36][CH:35]=1. Given the product [Cl:1][C:2]1[CH:3]=[CH:4][C:5]([O:18][CH2:19][C:20]2[CH:25]=[CH:24][C:23]([O:26][CH3:27])=[CH:22][CH:21]=2)=[C:6]([CH:17]=1)[CH2:7][N:8]1[C:12]([CH3:13])=[CH:11][C:10]([C:14]([NH:43][S:40]([C:34]2[CH:39]=[CH:38][CH:37]=[CH:36][CH:35]=2)(=[O:42])=[O:41])=[O:15])=[N:9]1, predict the reactants needed to synthesize it.